From a dataset of NCI-60 drug combinations with 297,098 pairs across 59 cell lines. Regression. Given two drug SMILES strings and cell line genomic features, predict the synergy score measuring deviation from expected non-interaction effect. (1) Drug 1: CC1=C2C(C(=O)C3(C(CC4C(C3C(C(C2(C)C)(CC1OC(=O)C(C(C5=CC=CC=C5)NC(=O)OC(C)(C)C)O)O)OC(=O)C6=CC=CC=C6)(CO4)OC(=O)C)O)C)O. Drug 2: C1=CC=C(C(=C1)C(C2=CC=C(C=C2)Cl)C(Cl)Cl)Cl. Cell line: UO-31. Synergy scores: CSS=-1.05, Synergy_ZIP=-0.824, Synergy_Bliss=-3.03, Synergy_Loewe=-1.30, Synergy_HSA=-2.79. (2) Drug 1: C1CC(C1)(C(=O)O)C(=O)O.[NH2-].[NH2-].[Pt+2]. Cell line: ACHN. Synergy scores: CSS=13.1, Synergy_ZIP=-1.80, Synergy_Bliss=1.42, Synergy_Loewe=-3.03, Synergy_HSA=-1.76. Drug 2: CS(=O)(=O)OCCCCOS(=O)(=O)C. (3) Cell line: CCRF-CEM. Drug 2: CC1=C(C(=CC=C1)Cl)NC(=O)C2=CN=C(S2)NC3=CC(=NC(=N3)C)N4CCN(CC4)CCO. Synergy scores: CSS=4.20, Synergy_ZIP=-1.27, Synergy_Bliss=-1.37, Synergy_Loewe=-4.20, Synergy_HSA=-3.55. Drug 1: CS(=O)(=O)C1=CC(=C(C=C1)C(=O)NC2=CC(=C(C=C2)Cl)C3=CC=CC=N3)Cl.